From a dataset of Full USPTO retrosynthesis dataset with 1.9M reactions from patents (1976-2016). Predict the reactants needed to synthesize the given product. (1) The reactants are: [C:1]1([C:7]#[C:8][C:9]2[CH:14]=[CH:13][C:12]([CH2:15][C:16](=[O:24])[CH2:17][C:18]3[CH:23]=[CH:22][CH:21]=[CH:20][CH:19]=3)=[CH:11][CH:10]=2)[CH:6]=[CH:5][CH:4]=[CH:3][CH:2]=1.[OH-].[CH2:26]([N+](C)(C)C)[C:27]1[CH:32]=[CH:31][CH:30]=[CH:29][CH:28]=1. Given the product [C:1]1([C:7]#[C:8][C:9]2[CH:14]=[CH:13][C:12]([C:15]3[C:16](=[O:24])[C:17]([C:18]4[CH:19]=[CH:20][CH:21]=[CH:22][CH:23]=4)=[C:15]([C:12]4[CH:11]=[CH:10][C:9]([C:8]#[C:7][C:1]5[CH:6]=[CH:5][CH:4]=[CH:3][CH:2]=5)=[CH:14][CH:13]=4)[C:26]=3[C:27]3[CH:32]=[CH:31][C:30]([C:16]#[C:17][C:18]4[CH:23]=[CH:22][CH:21]=[CH:20][CH:19]=4)=[CH:29][CH:28]=3)=[CH:11][CH:10]=2)[CH:2]=[CH:3][CH:4]=[CH:5][CH:6]=1, predict the reactants needed to synthesize it. (2) Given the product [CH:25]1([N:22]([CH2:23][CH3:24])[C:4]2[C:5]([CH3:21])=[C:6]([C:7]([NH:9][CH2:10][C:11]3[C:12](=[O:19])[NH:13][C:14]([CH3:18])=[CH:15][C:16]=3[CH3:17])=[O:8])[CH:20]=[C:2]([C:40]3[CH:39]=[CH:38][C:37]([CH2:36][N:33]4[CH2:34][CH2:35][O:30][CH2:31][CH2:32]4)=[CH:42][CH:41]=3)[CH:3]=2)[CH2:29][CH2:28][CH2:27][CH2:26]1, predict the reactants needed to synthesize it. The reactants are: Br[C:2]1[CH:3]=[C:4]([N:22]([CH:25]2[CH2:29][CH2:28][CH2:27][CH2:26]2)[CH2:23][CH3:24])[C:5]([CH3:21])=[C:6]([CH:20]=1)[C:7]([NH:9][CH2:10][C:11]1[C:12](=[O:19])[NH:13][C:14]([CH3:18])=[CH:15][C:16]=1[CH3:17])=[O:8].[O:30]1[CH2:35][CH2:34][N:33]([CH2:36][C:37]2[CH:42]=[CH:41][C:40](B(O)O)=[CH:39][CH:38]=2)[CH2:32][CH2:31]1.C([O-])([O-])=O.[Na+].[Na+]. (3) The reactants are: O.[PH2:2]([O-:4])=[O:3].[Na+].[CH2:6]([NH:9][C:10](=[O:16])[O:11][C:12]([CH3:15])([CH3:14])[CH3:13])[CH:7]=[CH2:8].C(B(CC)CC)C. Given the product [C:12]([O:11][C:10]([NH:9][CH2:6][CH2:7][CH2:8][PH:2](=[O:4])[OH:3])=[O:16])([CH3:15])([CH3:14])[CH3:13], predict the reactants needed to synthesize it. (4) Given the product [Br:26][C:27]1[CH:28]=[C:29]([C:30]([NH:1][CH2:2][CH2:3][N:4]2[CH2:8][CH2:7][CH2:6][CH2:5]2)=[O:31])[CH:33]=[CH:34][CH:35]=1, predict the reactants needed to synthesize it. The reactants are: [NH2:1][CH2:2][CH2:3][N:4]1[CH2:8][CH2:7][CH2:6][CH2:5]1.P(C#N)(OCC)(OCC)=O.C(N(CC)CC)C.[Br:26][C:27]1[CH:28]=[C:29]([CH:33]=[CH:34][CH:35]=1)[C:30](O)=[O:31].